Dataset: Forward reaction prediction with 1.9M reactions from USPTO patents (1976-2016). Task: Predict the product of the given reaction. (1) Given the reactants C([N:4]1[CH2:9][CH2:8][N:7]([C:10]2[CH:15]=[CH:14][C:13]([F:16])=[CH:12][C:11]=2[N+:17]([O-:19])=[O:18])[CH2:6][CH2:5]1)(=O)C.[OH-].[Na+], predict the reaction product. The product is: [F:16][C:13]1[CH:14]=[CH:15][C:10]([N:7]2[CH2:6][CH2:5][NH:4][CH2:9][CH2:8]2)=[C:11]([N+:17]([O-:19])=[O:18])[CH:12]=1. (2) Given the reactants [Cl:1][C:2]1[CH:3]=[C:4]([CH:18]=[CH:19][CH:20]=1)[CH2:5][NH:6][C:7]([C:9]1[CH:17]=[C:16]2[C:12]([CH:13]=[N:14][NH:15]2)=[CH:11][CH:10]=1)=[O:8].Cl[CH2:22][CH2:23][N:24]1[CH:29]=[CH:28][CH:27]=[CH:26][C:25]1=[O:30].N1C2C(=CC=CC=2)C=N1, predict the reaction product. The product is: [Cl:1][C:2]1[CH:3]=[C:4]([CH:18]=[CH:19][CH:20]=1)[CH2:5][NH:6][C:7]([C:9]1[CH:10]=[CH:11][C:12]2[C:16]([CH:17]=1)=[N:15][N:14]([CH2:22][CH2:23][N:24]1[CH:29]=[CH:28][CH:27]=[CH:26][C:25]1=[O:30])[CH:13]=2)=[O:8]. (3) The product is: [Cl:2][C:3]1[C:4]([N+:16]([O-:18])=[O:17])=[CH:5][C:6]([CH2:7][OH:8])=[CH:10][C:11]=1[S:12]([NH2:13])(=[O:14])=[O:15]. Given the reactants B.[Cl:2][C:3]1[C:11]([S:12](=[O:15])(=[O:14])[NH2:13])=[CH:10][C:6]([C:7](O)=[O:8])=[CH:5][C:4]=1[N+:16]([O-:18])=[O:17].CO, predict the reaction product. (4) Given the reactants [F:1][C:2]1[C:3]([C:8]2([C:13]#[N:14])[CH2:11][C:10](=[O:12])[CH2:9]2)=[N:4][CH:5]=[CH:6][CH:7]=1.[BH4-].[Na+], predict the reaction product. The product is: [F:1][C:2]1[C:3]([C:8]2([C:13]#[N:14])[CH2:11][CH:10]([OH:12])[CH2:9]2)=[N:4][CH:5]=[CH:6][CH:7]=1.